Dataset: Catalyst prediction with 721,799 reactions and 888 catalyst types from USPTO. Task: Predict which catalyst facilitates the given reaction. (1) Reactant: [Br:1][C:2]1[CH:3]=[C:4]([CH:9]([CH2:15][CH:16]([CH3:18])[CH3:17])[C:10]([O:12][CH2:13][CH3:14])=[O:11])[CH:5]=[CH:6][C:7]=1[OH:8].C([O-])([O-])=O.[K+].[K+].[CH2:25](I)[CH3:26].O. Product: [Br:1][C:2]1[CH:3]=[C:4]([CH:9]([CH2:15][CH:16]([CH3:17])[CH3:18])[C:10]([O:12][CH2:13][CH3:14])=[O:11])[CH:5]=[CH:6][C:7]=1[O:8][CH2:25][CH3:26]. The catalyst class is: 16. (2) Reactant: C(OC([NH:8][CH2:9][C@H:10]1[CH2:15][CH2:14][C@H:13]([C:16]([NH:18][C@@H:19]([CH2:43][C:44]2[CH:49]=[CH:48][C:47]([C:50]3[CH:55]=[CH:54][C:53]([C:56](=[O:67])[NH:57][CH:58]4[CH2:63][CH2:62][CH:61]([N:64]([CH3:66])[CH3:65])[CH2:60][CH2:59]4)=[CH:52][C:51]=3[CH3:68])=[CH:46][CH:45]=2)[C:20]([NH:22][C:23]2[CH:28]=[CH:27][C:26]([C:29]3[NH:33][N:32]=[C:31]([C:34]([F:42])([F:41])[C:35]([F:40])([F:39])[C:36]([OH:38])=[O:37])[N:30]=3)=[CH:25][CH:24]=2)=[O:21])=[O:17])[CH2:12][CH2:11]1)=O)(C)(C)C.[ClH:69]. Product: [ClH:69].[NH2:8][CH2:9][C@H:10]1[CH2:15][CH2:14][C@H:13]([C:16]([NH:18][C@@H:19]([CH2:43][C:44]2[CH:45]=[CH:46][C:47]([C:50]3[CH:55]=[CH:54][C:53]([C:56](=[O:67])[NH:57][CH:58]4[CH2:63][CH2:62][CH:61]([N:64]([CH3:66])[CH3:65])[CH2:60][CH2:59]4)=[CH:52][C:51]=3[CH3:68])=[CH:48][CH:49]=2)[C:20]([NH:22][C:23]2[CH:24]=[CH:25][C:26]([C:29]3[NH:33][N:32]=[C:31]([C:34]([F:41])([F:42])[C:35]([F:39])([F:40])[C:36]([OH:38])=[O:37])[N:30]=3)=[CH:27][CH:28]=2)=[O:21])=[O:17])[CH2:12][CH2:11]1. The catalyst class is: 12. (3) Reactant: [F:1][C:2]1[CH:7]=[C:6]([F:8])[CH:5]=[CH:4][C:3]=1[S:9]([NH:12][C:13]1[C:14]([O:28][CH3:29])=[N:15][CH:16]=[C:17](B2OC(C)(C)C(C)(C)O2)[CH:18]=1)(=[O:11])=[O:10].Br[C:31]1[CH:32]=[CH:33][C:34]2[N:35]([C:37]([C:40]#[N:41])=[CH:38][N:39]=2)[N:36]=1.C(Cl)Cl.C([O-])([O-])=O.[Na+].[Na+]. Product: [C:40]([C:37]1[N:35]2[N:36]=[C:31]([C:17]3[CH:18]=[C:13]([NH:12][S:9]([C:3]4[CH:4]=[CH:5][C:6]([F:8])=[CH:7][C:2]=4[F:1])(=[O:10])=[O:11])[C:14]([O:28][CH3:29])=[N:15][CH:16]=3)[CH:32]=[CH:33][C:34]2=[N:39][CH:38]=1)#[N:41]. The catalyst class is: 140. (4) Reactant: [NH2:1][C:2]1[CH:7]=[CH:6][C:5]([OH:8])=[CH:4][CH:3]=1.C1COCC1.Cl[C:15]1[CH:20]=[C:19]([Cl:21])[N:18]=[C:17]([NH2:22])[CH:16]=1.O. The catalyst class is: 16. Product: [NH2:1][C:2]1[CH:7]=[CH:6][C:5]([O:8][C:15]2[CH:20]=[C:19]([Cl:21])[N:18]=[C:17]([NH2:22])[CH:16]=2)=[CH:4][CH:3]=1.